Dataset: Catalyst prediction with 721,799 reactions and 888 catalyst types from USPTO. Task: Predict which catalyst facilitates the given reaction. (1) Reactant: [C:1]([C:3]1[C:11]2[C:6](=[CH:7][CH:8]=[C:9]([CH2:12][CH2:13]Cl)[CH:10]=2)[NH:5][CH:4]=1)#[N:2].[N-:15]=[N+:16]=[N-:17].[Na+]. Product: [C:1]([C:3]1[C:11]2[C:6](=[CH:7][CH:8]=[C:9]([CH2:12][CH2:13][N:15]=[N+:16]=[N-:17])[CH:10]=2)[NH:5][CH:4]=1)#[N:2]. The catalyst class is: 3. (2) Reactant: [CH3:1][C:2]1[S:3][C:4]([C:8]([OH:10])=[O:9])=[C:5](C)[N:6]=1.[Li+].CC([N-]C(C)C)C.Cl[CH2:20][C:21]1[C:22]([C:27]2[CH:32]=[CH:31][CH:30]=[CH:29][CH:28]=2)=[N:23][O:24][C:25]=1[CH3:26]. Product: [CH3:26][C:25]1[O:24][N:23]=[C:22]([C:27]2[CH:28]=[CH:29][CH:30]=[CH:31][CH:32]=2)[C:21]=1[CH2:20][CH2:1][C:2]1[S:3][C:4]([C:8]([OH:10])=[O:9])=[CH:5][N:6]=1. The catalyst class is: 1. (3) Reactant: C(=O)([O:7][C:8]1[CH:25]=[CH:24][C:11]2[N:12]([CH2:21][O:22][CH3:23])[C:13](=[O:20])[C:14]3[CH:15]=[CH:16][CH:17]=[N:18][C:19]=3[C:10]=2[CH:9]=1)OC(C)(C)C.O1CCOCC1.Cl. Product: [OH:7][C:8]1[CH:25]=[CH:24][C:11]2[N:12]([CH2:21][O:22][CH3:23])[C:13](=[O:20])[C:14]3[CH:15]=[CH:16][CH:17]=[N:18][C:19]=3[C:10]=2[CH:9]=1. The catalyst class is: 12. (4) Reactant: [C:1]([C:3]1[CH:19]=[CH:18][C:6]([CH2:7][N:8]([CH3:17])[CH2:9][C:10]([O:12][C:13]([CH3:16])([CH3:15])[CH3:14])=[O:11])=[C:5]([CH2:20][CH3:21])[CH:4]=1)#[N:2].[NH2:22][OH:23]. Product: [NH2:2][C:1](=[N:22][OH:23])[C:3]1[CH:19]=[CH:18][C:6]([CH2:7][N:8]([CH3:17])[CH2:9][C:10]([O:12][C:13]([CH3:14])([CH3:15])[CH3:16])=[O:11])=[C:5]([CH2:20][CH3:21])[CH:4]=1. The catalyst class is: 8. (5) Reactant: [C:1]([Cl:4])(=O)C.[Br:5][C:6]1[CH:17]=[CH:16][CH:15]=[CH:14][C:7]=1[CH2:8][C@H:9]([C:11]([OH:13])=[O:12])[NH2:10]. Product: [ClH:4].[Br:5][C:6]1[CH:17]=[CH:16][CH:15]=[CH:14][C:7]=1[CH2:8][C@H:9]([C:11]([O:13][CH3:1])=[O:12])[NH2:10]. The catalyst class is: 5.